This data is from NCI-60 drug combinations with 297,098 pairs across 59 cell lines. The task is: Regression. Given two drug SMILES strings and cell line genomic features, predict the synergy score measuring deviation from expected non-interaction effect. (1) Drug 1: CCC(=C(C1=CC=CC=C1)C2=CC=C(C=C2)OCCN(C)C)C3=CC=CC=C3.C(C(=O)O)C(CC(=O)O)(C(=O)O)O. Drug 2: C1CC(=O)NC(=O)C1N2C(=O)C3=CC=CC=C3C2=O. Cell line: COLO 205. Synergy scores: CSS=-0.118, Synergy_ZIP=5.64, Synergy_Bliss=-1.43, Synergy_Loewe=-1.33, Synergy_HSA=-2.73. (2) Drug 1: CN(C)N=NC1=C(NC=N1)C(=O)N. Drug 2: C1=NC2=C(N1)C(=S)N=C(N2)N. Cell line: BT-549. Synergy scores: CSS=8.45, Synergy_ZIP=-3.98, Synergy_Bliss=2.97, Synergy_Loewe=-15.6, Synergy_HSA=2.46. (3) Drug 1: C1CCC(C1)C(CC#N)N2C=C(C=N2)C3=C4C=CNC4=NC=N3. Drug 2: COCCOC1=C(C=C2C(=C1)C(=NC=N2)NC3=CC=CC(=C3)C#C)OCCOC.Cl. Cell line: HS 578T. Synergy scores: CSS=3.80, Synergy_ZIP=2.32, Synergy_Bliss=8.21, Synergy_Loewe=1.34, Synergy_HSA=2.16. (4) Drug 1: CCC1=CC2CC(C3=C(CN(C2)C1)C4=CC=CC=C4N3)(C5=C(C=C6C(=C5)C78CCN9C7C(C=CC9)(C(C(C8N6C)(C(=O)OC)O)OC(=O)C)CC)OC)C(=O)OC.C(C(C(=O)O)O)(C(=O)O)O. Drug 2: C1=NC2=C(N1)C(=S)N=C(N2)N. Cell line: RXF 393. Synergy scores: CSS=53.2, Synergy_ZIP=-5.56, Synergy_Bliss=-2.21, Synergy_Loewe=-1.77, Synergy_HSA=1.10. (5) Drug 1: COC1=CC(=CC(=C1O)OC)C2C3C(COC3=O)C(C4=CC5=C(C=C24)OCO5)OC6C(C(C7C(O6)COC(O7)C8=CC=CS8)O)O. Drug 2: CS(=O)(=O)OCCCCOS(=O)(=O)C. Cell line: MALME-3M. Synergy scores: CSS=24.9, Synergy_ZIP=-4.58, Synergy_Bliss=1.54, Synergy_Loewe=-26.9, Synergy_HSA=0.346. (6) Drug 1: C1CCN(CC1)CCOC2=CC=C(C=C2)C(=O)C3=C(SC4=C3C=CC(=C4)O)C5=CC=C(C=C5)O. Drug 2: CCN(CC)CCNC(=O)C1=C(NC(=C1C)C=C2C3=C(C=CC(=C3)F)NC2=O)C. Cell line: SR. Synergy scores: CSS=-8.02, Synergy_ZIP=4.80, Synergy_Bliss=-4.90, Synergy_Loewe=-10.9, Synergy_HSA=-14.0. (7) Drug 1: CCC1(CC2CC(C3=C(CCN(C2)C1)C4=CC=CC=C4N3)(C5=C(C=C6C(=C5)C78CCN9C7C(C=CC9)(C(C(C8N6C=O)(C(=O)OC)O)OC(=O)C)CC)OC)C(=O)OC)O.OS(=O)(=O)O. Drug 2: CN(C(=O)NC(C=O)C(C(C(CO)O)O)O)N=O. Cell line: HOP-92. Synergy scores: CSS=8.81, Synergy_ZIP=-4.04, Synergy_Bliss=-0.721, Synergy_Loewe=-12.8, Synergy_HSA=-3.57. (8) Drug 1: CC1C(C(CC(O1)OC2CC(CC3=C2C(=C4C(=C3O)C(=O)C5=C(C4=O)C(=CC=C5)OC)O)(C(=O)CO)O)N)O.Cl. Drug 2: N.N.Cl[Pt+2]Cl. Cell line: UACC-257. Synergy scores: CSS=24.8, Synergy_ZIP=-5.91, Synergy_Bliss=-2.15, Synergy_Loewe=-3.63, Synergy_HSA=-0.309. (9) Drug 1: CC1C(C(CC(O1)OC2CC(CC3=C2C(=C4C(=C3O)C(=O)C5=C(C4=O)C(=CC=C5)OC)O)(C(=O)CO)O)N)O.Cl. Cell line: SK-MEL-5. Drug 2: C1=CC(=CC=C1CC(C(=O)O)N)N(CCCl)CCCl.Cl. Synergy scores: CSS=22.6, Synergy_ZIP=-5.21, Synergy_Bliss=2.96, Synergy_Loewe=2.28, Synergy_HSA=3.61. (10) Drug 1: CS(=O)(=O)OCCCCOS(=O)(=O)C. Drug 2: CC(C)NC(=O)C1=CC=C(C=C1)CNNC.Cl. Cell line: HCT-15. Synergy scores: CSS=-0.840, Synergy_ZIP=-0.158, Synergy_Bliss=-2.08, Synergy_Loewe=-7.39, Synergy_HSA=-4.87.